Dataset: Forward reaction prediction with 1.9M reactions from USPTO patents (1976-2016). Task: Predict the product of the given reaction. (1) Given the reactants [C:1]1([C:7]2[CH:8]=[C:9]3[C:13](=[C:14]([C:16]([NH2:18])=[O:17])[CH:15]=2)[NH:12][CH:11]=[C:10]3[C:19]2[CH2:20][CH2:21][NH:22][CH2:23][CH:24]=2)[CH:6]=[CH:5][CH:4]=[CH:3][CH:2]=1.[Cl:25][C:26]1[C:34]2[C:30](=[N:31][O:32][N:33]=2)[CH:29]=[CH:28][C:27]=1[S:35](Cl)(=[O:37])=[O:36].C(N(CC)CC)C, predict the reaction product. The product is: [Cl:25][C:26]1[C:34]2[C:30](=[N:31][O:32][N:33]=2)[CH:29]=[CH:28][C:27]=1[S:35]([N:22]1[CH2:21][CH2:20][CH:19]([C:10]2[C:9]3[C:13](=[C:14]([C:16]([NH2:18])=[O:17])[CH:15]=[C:7]([C:1]4[CH:2]=[CH:3][CH:4]=[CH:5][CH:6]=4)[CH:8]=3)[NH:12][CH:11]=2)[CH2:24][CH2:23]1)(=[O:36])=[O:37]. (2) Given the reactants [Cl:1][C:2]1[CH:3]=[C:4]([CH:25]=[CH:26][C:27]=1[Cl:28])[O:5][C:6]1[CH:11]=[CH:10][CH:9]=[CH:8][C:7]=1[NH:12][S:13]([C:16]1[CH:24]=[CH:23][C:19]([C:20](O)=[O:21])=[CH:18][CH:17]=1)(=[O:15])=[O:14].[CH3:29][N:30]([CH3:39])[CH2:31][CH2:32][N:33]1[CH2:38][CH2:37][NH:36][CH2:35][CH2:34]1, predict the reaction product. The product is: [Cl:1][C:2]1[CH:3]=[C:4]([CH:25]=[CH:26][C:27]=1[Cl:28])[O:5][C:6]1[CH:11]=[CH:10][CH:9]=[CH:8][C:7]=1[NH:12][S:13]([C:16]1[CH:24]=[CH:23][C:19]([C:20]([N:36]2[CH2:37][CH2:38][N:33]([CH2:32][CH2:31][N:30]([CH3:39])[CH3:29])[CH2:34][CH2:35]2)=[O:21])=[CH:18][CH:17]=1)(=[O:14])=[O:15]. (3) Given the reactants N1[C:9]2[C:4](=[CH:5][C:6]([NH:10][N:11]=[C:12]([C:15]#[N:16])[C:13]#[N:14])=[CH:7][CH:8]=2)[CH:3]=N1.NC1C=C2C(=CC=1)[NH:23][N:22]=C2.C(#N)CC#N.O.[NH2:33][NH2:34], predict the reaction product. The product is: [NH:33]1[C:9]2[C:4](=[CH:5][C:6]([NH:10][N:11]=[C:12]3[C:13]([NH2:14])=[N:23][N:22]=[C:15]3[NH2:16])=[CH:7][CH:8]=2)[CH:3]=[N:34]1. (4) Given the reactants [F:1][C:2]([F:16])([F:15])[C:3]1[CH:8]=[CH:7][N:6]=[C:5]([CH2:9][O:10][CH2:11][C:12]([OH:14])=O)[CH:4]=1.[NH:17]1[CH2:21][CH2:20][C@H:19]([NH:22][C:23](=[O:29])[O:24][C:25]([CH3:28])([CH3:27])[CH3:26])[CH2:18]1.F[P-](F)(F)(F)(F)F.N1(O[P+](N(C)C)(N(C)C)N(C)C)C2C=CC=CC=2N=N1.C(N(CC)CC)C, predict the reaction product. The product is: [F:15][C:2]([F:1])([F:16])[C:3]1[CH:8]=[CH:7][N:6]=[C:5]([CH2:9][O:10][CH2:11][C:12]([N:17]2[CH2:21][CH2:20][C@H:19]([NH:22][C:23](=[O:29])[O:24][C:25]([CH3:27])([CH3:26])[CH3:28])[CH2:18]2)=[O:14])[CH:4]=1. (5) Given the reactants [F:1][C:2]([F:13])([F:12])[C:3]1[CH:8]=[CH:7][C:6](B(O)O)=[CH:5][CH:4]=1.Cl[C:15]1[CH:20]=[CH:19][C:18]([N+:21]([O-:23])=[O:22])=[CH:17][N:16]=1.C(=O)([O-])[O-].[K+].[K+].O1CCOCC1, predict the reaction product. The product is: [N+:21]([C:18]1[CH:19]=[CH:20][C:15]([C:6]2[CH:7]=[CH:8][C:3]([C:2]([F:13])([F:12])[F:1])=[CH:4][CH:5]=2)=[N:16][CH:17]=1)([O-:23])=[O:22]. (6) Given the reactants Cl[C:2]1[NH:3][C:4](=[O:9])[S:5][C:6]=1[CH:7]=O.Cl.[NH2:11][C:12]([NH2:14])=[NH:13].C([O-])([O-])=O.[K+].[K+].C([O-])(O)=O.[Na+], predict the reaction product. The product is: [NH2:14][C:12]1[N:11]=[CH:7][C:6]2[S:5][C:4](=[O:9])[NH:3][C:2]=2[N:13]=1.